This data is from Full USPTO retrosynthesis dataset with 1.9M reactions from patents (1976-2016). The task is: Predict the reactants needed to synthesize the given product. (1) Given the product [Cl:8][C:6]1[N:5]=[C:4]([NH2:9])[N:3]=[C:2]([NH:17][C:14]2[CH:15]=[CH:16][C:11]([CH3:10])=[CH:12][CH:13]=2)[CH:7]=1, predict the reactants needed to synthesize it. The reactants are: Cl[C:2]1[CH:7]=[C:6]([Cl:8])[N:5]=[C:4]([NH2:9])[N:3]=1.[CH3:10][C:11]1[CH:12]=[CH:13][C:14]([NH2:17])=[CH:15][CH:16]=1.C(N(CC)C(C)C)(C)C. (2) The reactants are: [CH2:1]([O:19][C:20]1[C:33]([O:34][CH2:35][CH2:36][CH2:37][CH2:38][CH2:39][CH2:40][CH2:41][CH2:42][CH2:43][CH2:44][CH2:45][CH2:46][CH2:47][CH2:48][CH2:49][CH2:50][CH2:51][CH3:52])=[C:32]([O:53][CH2:54][CH2:55][CH2:56][CH2:57][CH2:58][CH2:59][CH2:60][CH2:61][CH2:62][CH2:63][CH2:64][CH2:65][CH2:66][CH2:67][CH2:68][CH2:69][CH2:70][CH3:71])[CH:31]=[CH:30][C:21]=1[C:22]([C:24]1[CH:29]=[CH:28][CH:27]=[CH:26][CH:25]=1)=[O:23])[CH2:2][CH2:3][CH2:4][CH2:5][CH2:6][CH2:7][CH2:8][CH2:9][CH2:10][CH2:11][CH2:12][CH2:13][CH2:14][CH2:15][CH2:16][CH2:17][CH3:18].[BH4-].[Na+].Cl. Given the product [CH2:1]([O:19][C:20]1[C:33]([O:34][CH2:35][CH2:36][CH2:37][CH2:38][CH2:39][CH2:40][CH2:41][CH2:42][CH2:43][CH2:44][CH2:45][CH2:46][CH2:47][CH2:48][CH2:49][CH2:50][CH2:51][CH3:52])=[C:32]([O:53][CH2:54][CH2:55][CH2:56][CH2:57][CH2:58][CH2:59][CH2:60][CH2:61][CH2:62][CH2:63][CH2:64][CH2:65][CH2:66][CH2:67][CH2:68][CH2:69][CH2:70][CH3:71])[CH:31]=[CH:30][C:21]=1[CH:22]([OH:23])[C:24]1[CH:29]=[CH:28][CH:27]=[CH:26][CH:25]=1)[CH2:2][CH2:3][CH2:4][CH2:5][CH2:6][CH2:7][CH2:8][CH2:9][CH2:10][CH2:11][CH2:12][CH2:13][CH2:14][CH2:15][CH2:16][CH2:17][CH3:18], predict the reactants needed to synthesize it. (3) Given the product [C:19]([O:18][C:16]([N:6]1[CH2:7][CH:8]([CH2:10][CH2:11][C:12]([F:14])([F:15])[CH3:13])[CH2:9][CH:5]1[C:3]([OH:4])=[O:2])=[O:17])([CH3:20])([CH3:21])[CH3:22], predict the reactants needed to synthesize it. The reactants are: C[O:2][C:3]([CH:5]1[CH2:9][CH:8]([CH2:10][CH2:11][C:12]([F:15])([F:14])[CH3:13])[CH2:7][N:6]1[C:16]([O:18][C:19]([CH3:22])([CH3:21])[CH3:20])=[O:17])=[O:4].O.[OH-].[Li+]. (4) Given the product [Br:8][C:7]1[C:2]([C:13]([F:15])([F:14])[F:12])=[N:3][CH:4]=[C:5]([Br:9])[CH:6]=1, predict the reactants needed to synthesize it. The reactants are: I[C:2]1[C:7]([Br:8])=[CH:6][C:5]([Br:9])=[CH:4][N:3]=1.[F-].[K+].[F:12][C:13]([Si](C)(C)C)([F:15])[F:14].N. (5) Given the product [Cl:1][C:2]1[N:7]=[C:6]([NH:8][C:9]2[CH:10]=[CH:11][C:12]([I:15])=[CH:13][CH:14]=2)[C:5]([NH2:16])=[CH:4][N:3]=1, predict the reactants needed to synthesize it. The reactants are: [Cl:1][C:2]1[N:7]=[C:6]([NH:8][C:9]2[CH:14]=[CH:13][C:12]([I:15])=[CH:11][CH:10]=2)[C:5]([N+:16]([O-])=O)=[CH:4][N:3]=1.[Sn](Cl)Cl.C(=O)([O-])[O-].[Na+].[Na+]. (6) Given the product [Br:1][C:2]1[CH:3]=[C:4]2[C:8](=[CH:9][CH:10]=1)[C:7]([NH2:17])([CH3:14])[CH2:6][CH2:5]2, predict the reactants needed to synthesize it. The reactants are: [Br:1][C:2]1[CH:3]=[C:4]2[C:8](=[CH:9][CH:10]=1)[C:7]([CH3:14])(C(O)=O)[CH2:6][CH2:5]2.C([N:17](CC)CC)C.C1(P(N=[N+]=[N-])(C2C=CC=CC=2)=O)C=CC=CC=1.C[Si](C)(C)[O-].[Na+].[OH-].[Na+]. (7) The reactants are: [CH:1]1([N:6]2[C:14]3[CH:13]=[CH:12][N:11]=[C:10]([O:15]C)[C:9]=3[C:8]([C:17]3[CH:22]=[CH:21][C:20]([CH2:23][C:24]#[N:25])=[CH:19][CH:18]=3)=[N:7]2)[CH2:5][CH2:4][CH2:3][CH2:2]1.[I-].[Na+].Cl[Si](C)(C)C.O. Given the product [CH:1]1([N:6]2[C:14]3[CH:13]=[CH:12][NH:11][C:10](=[O:15])[C:9]=3[C:8]([C:17]3[CH:18]=[CH:19][C:20]([CH2:23][C:24]#[N:25])=[CH:21][CH:22]=3)=[N:7]2)[CH2:5][CH2:4][CH2:3][CH2:2]1, predict the reactants needed to synthesize it. (8) Given the product [Cl:1][C:2]1[C:9]([NH:10][C:11]2[N:15]([CH3:16])[C:14]3[CH:17]=[C:18]([N:22]4[CH2:27][CH2:26][CH:25]([C:28]([F:29])([F:31])[F:30])[CH2:24][CH2:23]4)[C:19]([Cl:21])=[CH:20][C:13]=3[N:12]=2)=[CH:8][C:5]([CH2:6][NH2:7])=[C:4]([F:32])[CH:3]=1, predict the reactants needed to synthesize it. The reactants are: [Cl:1][C:2]1[C:9]([NH:10][C:11]2[N:15]([CH3:16])[C:14]3[CH:17]=[C:18]([N:22]4[CH2:27][CH2:26][CH:25]([C:28]([F:31])([F:30])[F:29])[CH2:24][CH2:23]4)[C:19]([Cl:21])=[CH:20][C:13]=3[N:12]=2)=[CH:8][C:5]([C:6]#[N:7])=[C:4]([F:32])[CH:3]=1. (9) Given the product [NH2:1][C:2]1[N:7]=[C:6]([O:30][CH:28]([CH3:29])[CH3:27])[C:5]([C:11]2[CH:12]=[CH:13][C:14](=[O:20])[N:15]([CH:17]([CH3:19])[CH3:18])[N:16]=2)=[C:4]([C:21]2[CH:26]=[CH:25][CH:24]=[CH:23][CH:22]=2)[N:3]=1, predict the reactants needed to synthesize it. The reactants are: [NH2:1][C:2]1[N:7]=[C:6](S(C)=O)[C:5]([C:11]2[CH:12]=[CH:13][C:14](=[O:20])[N:15]([CH:17]([CH3:19])[CH3:18])[N:16]=2)=[C:4]([C:21]2[CH:26]=[CH:25][CH:24]=[CH:23][CH:22]=2)[N:3]=1.[CH3:27][CH:28]([OH:30])[CH3:29]. (10) Given the product [Br:29][C:30]1[CH:38]=[CH:34][C:33]([O:37][CH3:36])=[CH:32][C:31]=1[S:39][C:40]1[N:41]([CH2:50][CH2:51][CH2:52][NH:53][CH:54]([CH3:56])[CH3:55])[C:42]2[CH:47]=[CH:46][N:45]=[C:44]([NH2:48])[C:43]=2[N:49]=1, predict the reactants needed to synthesize it. The reactants are: CS(OCCCN1C2C=CN=C(N)C=2N=C1SC1C=C(OC)C=CC=1Br)(=O)=O.[Br:29][C:30]1[C:31]([S:39][C:40]2[N:41]([CH2:50][CH2:51][CH2:52][NH:53][CH:54]([CH3:56])[CH3:55])[C:42]3[CH:47]=[CH:46][N:45]=[C:44]([NH2:48])[C:43]=3[N:49]=2)=[CH:32][C:33]2[O:37][CH2:36]O[C:34]=2[CH:38]=1.